From a dataset of Peptide-MHC class I binding affinity with 185,985 pairs from IEDB/IMGT. Regression. Given a peptide amino acid sequence and an MHC pseudo amino acid sequence, predict their binding affinity value. This is MHC class I binding data. The binding affinity (normalized) is 0.0847. The MHC is HLA-B27:05 with pseudo-sequence HLA-B27:05. The peptide sequence is GMQIRGFVY.